This data is from Full USPTO retrosynthesis dataset with 1.9M reactions from patents (1976-2016). The task is: Predict the reactants needed to synthesize the given product. (1) Given the product [OH:20][CH2:19][CH:8]1[CH:9]([OH:15])[CH:10]([OH:11])[CH:5]([OH:4])[CH:6]([O:24][C:25]2[CH:29]=[C:28]([CH:30]([CH3:31])[CH3:32])[S:27][C:26]=2[CH2:33][C:34]2[CH:35]=[CH:36][C:37]([O:40][CH3:41])=[CH:38][CH:39]=2)[O:7]1, predict the reactants needed to synthesize it. The reactants are: C([O:4][CH:5]1[CH:10]([O:11]C(=O)C)[CH:9]([O:15]C(=O)C)[CH:8]([CH2:19][O:20]C(=O)C)[O:7][CH:6]1[O:24][C:25]1[CH:29]=[C:28]([CH:30]([CH3:32])[CH3:31])[S:27][C:26]=1[CH2:33][C:34]1[CH:39]=[CH:38][C:37]([O:40][CH3:41])=[CH:36][CH:35]=1)(=O)C.C[O-].[Na+]. (2) Given the product [F:1][C:2]1[CH:7]=[C:6]([C:8]([N:31]2[CH2:36][CH2:35][CH2:34][C@H:33]([OH:37])[CH2:32]2)=[O:9])[CH:5]=[CH:4][C:3]=1[C:11]1[CH:16]=[CH:15][C:14]([O:17][CH2:18][CH:19]2[CH2:20][CH2:21][N:22]([CH2:25][C:26]([F:29])([CH3:27])[CH3:28])[CH2:23][CH2:24]2)=[C:13]([F:30])[CH:12]=1, predict the reactants needed to synthesize it. The reactants are: [F:1][C:2]1[CH:7]=[C:6]([C:8](O)=[O:9])[CH:5]=[CH:4][C:3]=1[C:11]1[CH:16]=[CH:15][C:14]([O:17][CH2:18][CH:19]2[CH2:24][CH2:23][N:22]([CH2:25][C:26]([F:29])([CH3:28])[CH3:27])[CH2:21][CH2:20]2)=[C:13]([F:30])[CH:12]=1.[NH:31]1[CH2:36][CH2:35][CH2:34][C@H:33]([OH:37])[CH2:32]1.CCN(C(C)C)C(C)C.CCN=C=NCCCN(C)C.C1C=CC2N(O)N=NC=2C=1. (3) Given the product [ClH:13].[NH:5]([C:14]([C:16]1[C:24]2[C:19](=[CH:20][CH:21]=[CH:22][CH:23]=2)[N:18]([C:25]2[C:26]3[CH:33]=[CH:32][N:31]([CH3:34])[C:27]=3[N:28]=[CH:29][N:30]=2)[CH:17]=1)=[O:15])[C:4]([NH2:6])=[NH:3], predict the reactants needed to synthesize it. The reactants are: [Na].Cl.[NH2:3][C:4]([NH2:6])=[NH:5].O1CCCC1.Cl.[Cl:13][C:14]([C:16]1[C:24]2[C:19](=[CH:20][CH:21]=[CH:22][CH:23]=2)[N:18]([C:25]2[C:26]3[CH:33]=[CH:32][N:31]([CH3:34])[C:27]=3[N:28]=[CH:29][N:30]=2)[CH:17]=1)=[O:15]. (4) Given the product [CH:1]([C:4]1[CH:12]=[CH:11][C:10]2[N:9](/[CH:35]=[C:36](/[C:38]3[CH:43]=[CH:42][N:41]=[CH:40][CH:39]=3)\[CH3:37])[C:8]3[CH2:13][CH2:14][N:15]([CH3:17])[CH2:16][C:7]=3[C:6]=2[CH:5]=1)([CH3:3])[CH3:2], predict the reactants needed to synthesize it. The reactants are: [CH:1]([C:4]1[CH:12]=[CH:11][C:10]2[NH:9][C:8]3[CH2:13][CH2:14][N:15]([CH3:17])[CH2:16][C:7]=3[C:6]=2[CH:5]=1)([CH3:3])[CH3:2].N1CCC[C@H]1C(O)=O.P([O-])([O-])([O-])=O.[K+].[K+].[K+].Br[CH:35]=[C:36]([C:38]1[CH:43]=[CH:42][N:41]=[CH:40][CH:39]=1)[CH3:37]. (5) Given the product [CH3:12][O:11][C:9](=[O:10])[CH2:8][C:5]1[CH:6]=[CH:7][C:2]([C:16]2[CH:17]=[CH:18][CH:19]=[CH:20][C:15]=2[CH:13]=[O:14])=[CH:3][CH:4]=1, predict the reactants needed to synthesize it. The reactants are: Br[C:2]1[CH:7]=[CH:6][C:5]([CH2:8][C:9]([O:11][CH3:12])=[O:10])=[CH:4][CH:3]=1.[CH:13]([C:15]1[CH:20]=[CH:19][CH:18]=[CH:17][C:16]=1B(O)O)=[O:14].C(=O)([O-])[O-].[K+].[K+]. (6) The reactants are: [CH3:1][NH:2][CH3:3].[CH2:4]=O.[N+:6]([C:9]1[CH:17]=[C:16]2[C:12]([CH:13]=[CH:14][NH:15]2)=[CH:11][CH:10]=1)([O-:8])=[O:7].[OH-].[Na+]. Given the product [CH3:1][N:2]([CH3:4])[CH2:3][C:13]1[C:12]2[C:16](=[CH:17][C:9]([N+:6]([O-:8])=[O:7])=[CH:10][CH:11]=2)[NH:15][CH:14]=1, predict the reactants needed to synthesize it. (7) Given the product [CH2:3]([O:21][C:11]1[CH:12]=[CH:17][C:18]([Cl:20])=[CH:19][C:10]=1[O:25][CH3:24])[CH:4]=[CH2:5], predict the reactants needed to synthesize it. The reactants are: [H-].[Na+].[CH2:3](Br)[CH:4]=[CH2:5].C([C:10]1[CH:19]=[C:18]([Cl:20])[C:17]2[C:12](=CC=CC=2)[C:11]=1[OH:21])C=C.CN(C)[CH:24]=[O:25].